Dataset: Full USPTO retrosynthesis dataset with 1.9M reactions from patents (1976-2016). Task: Predict the reactants needed to synthesize the given product. (1) Given the product [Br:1][C:2]1[CH:10]=[CH:9][C:8]([F:11])=[CH:7][C:3]=1[C:4]([N:6]=[CH:14][N:15]([CH3:17])[CH3:16])=[O:5], predict the reactants needed to synthesize it. The reactants are: [Br:1][C:2]1[CH:10]=[CH:9][C:8]([F:11])=[CH:7][C:3]=1[C:4]([NH2:6])=[O:5].CO[CH:14](OC)[N:15]([CH3:17])[CH3:16]. (2) Given the product [CH3:9][O:10][C:11](=[O:20])[C:12]1[CH:17]=[C:16]([NH:18][C:2]2[N:3]=[N:4][C:5]([Cl:8])=[CH:6][CH:7]=2)[CH:15]=[CH:14][C:13]=1[Cl:19], predict the reactants needed to synthesize it. The reactants are: Cl[C:2]1[N:3]=[N:4][C:5]([Cl:8])=[CH:6][CH:7]=1.[CH3:9][O:10][C:11](=[O:20])[C:12]1[CH:17]=[C:16]([NH2:18])[CH:15]=[CH:14][C:13]=1[Cl:19]. (3) Given the product [C:3]([Si:7]([CH3:38])([CH3:37])[O:8][CH:9]1[CH2:14][CH2:13][CH:12]([O:15][C:16]2[CH:21]=[CH:20][C:19]([Cl:22])=[CH:18][C:17]=2[NH:23][C:24]([C:26]2[CH:27]=[N:28][N:29]3[CH:34]=[C:33]([CH2:35][OH:36])[CH:32]=[N:31][C:30]=23)=[O:25])[CH2:11][CH2:10]1)([CH3:6])([CH3:5])[CH3:4], predict the reactants needed to synthesize it. The reactants are: [BH4-].[Na+].[C:3]([Si:7]([CH3:38])([CH3:37])[O:8][CH:9]1[CH2:14][CH2:13][CH:12]([O:15][C:16]2[CH:21]=[CH:20][C:19]([Cl:22])=[CH:18][C:17]=2[NH:23][C:24]([C:26]2[CH:27]=[N:28][N:29]3[CH:34]=[C:33]([CH:35]=[O:36])[CH:32]=[N:31][C:30]=23)=[O:25])[CH2:11][CH2:10]1)([CH3:6])([CH3:5])[CH3:4]. (4) The reactants are: [OH:1][CH:2]([CH:32]([CH3:34])[CH3:33])[CH2:3][C@@H:4]1[CH2:9][C@H:8]([N:10]([CH:12]([CH3:14])[CH3:13])[CH3:11])[CH2:7][CH2:6][C@@H:5]1[NH:15][C:16](=[O:31])[CH2:17][NH:18][C:19](=[O:30])[C:20]1[CH:25]=[CH:24][CH:23]=[C:22]([C:26]([F:29])([F:28])[F:27])[CH:21]=1.[Cr](O[Cr]([O-])(=O)=O)([O-])(=O)=O.[NH+]1C=CC=CC=1.[NH+]1C=CC=CC=1.CCOC(C)=O. Given the product [CH:12]([N:10]([CH3:11])[C@@H:8]1[CH2:7][CH2:6][C@H:5]([NH:15][C:16](=[O:31])[CH2:17][NH:18][C:19](=[O:30])[C:20]2[CH:25]=[CH:24][CH:23]=[C:22]([C:26]([F:27])([F:28])[F:29])[CH:21]=2)[C@H:4]([CH2:3][C:2](=[O:1])[CH:32]([CH3:34])[CH3:33])[CH2:9]1)([CH3:14])[CH3:13], predict the reactants needed to synthesize it. (5) Given the product [CH2:14]([O:21][C:22]1[CH:23]=[CH:24][C:25]([S:32]([C:5]2[CH:6]=[CH:7][C:2]([F:1])=[CH:3][CH:4]=2)(=[O:34])=[O:33])=[C:26]2[C:31]=1[N:30]=[CH:29][CH:28]=[CH:27]2)[C:15]1[CH:20]=[CH:19][CH:18]=[CH:17][CH:16]=1, predict the reactants needed to synthesize it. The reactants are: [F:1][C:2]1[CH:7]=[CH:6][C:5](I)=[CH:4][CH:3]=1.C([Li])CCC.[CH2:14]([O:21][C:22]1[C:31]2[N:30]=[CH:29][CH:28]=[CH:27][C:26]=2[C:25]([S:32](F)(=[O:34])=[O:33])=[CH:24][CH:23]=1)[C:15]1[CH:20]=[CH:19][CH:18]=[CH:17][CH:16]=1.CO.